From a dataset of Forward reaction prediction with 1.9M reactions from USPTO patents (1976-2016). Predict the product of the given reaction. (1) Given the reactants [C:9](O[C:9]([O:11][C:12]([CH3:15])([CH3:14])[CH3:13])=[O:10])([O:11][C:12]([CH3:15])([CH3:14])[CH3:13])=[O:10].[Br:16][C:17]1[CH:26]=[C:25]2[C:20]([C:21]([NH:30][CH2:31][CH2:32][CH2:33][NH2:34])=[C:22]([N+:27]([O-:29])=[O:28])[CH:23]=[N:24]2)=[CH:19][CH:18]=1.O, predict the reaction product. The product is: [Br:16][C:17]1[CH:26]=[C:25]2[C:20]([C:21]([NH:30][CH2:31][CH2:32][CH2:33][NH:34][C:9](=[O:10])[O:11][C:12]([CH3:13])([CH3:14])[CH3:15])=[C:22]([N+:27]([O-:29])=[O:28])[CH:23]=[N:24]2)=[CH:19][CH:18]=1. (2) Given the reactants [Li][CH3:2].[CH3:3][O:4][C:5]1[CH:16]=[CH:15][C:8]([CH2:9][C@@H:10]([CH2:13][CH3:14])[CH:11]=O)=[C:7]([CH:17]=[CH2:18])[CH:6]=1, predict the reaction product. The product is: [CH2:11]([C@@H:10]([CH:13]=[CH2:14])[CH2:9][C:8]1[CH:15]=[CH:16][C:5]([O:4][CH3:3])=[CH:6][C:7]=1[CH:17]=[CH2:18])[CH3:2]. (3) Given the reactants [ClH:1].C(OC([N:9]1[CH2:14][CH2:13][CH2:12][C@H:11]([NH:15][C:16]([NH:18][C:19]2[CH:24]=[CH:23][C:22]([F:25])=[CH:21][CH:20]=2)=[O:17])[CH2:10]1)=O)(C)(C)C, predict the reaction product. The product is: [ClH:1].[F:25][C:22]1[CH:23]=[CH:24][C:19]([NH:18][C:16]([NH:15][C@H:11]2[CH2:12][CH2:13][CH2:14][NH:9][CH2:10]2)=[O:17])=[CH:20][CH:21]=1. (4) Given the reactants C(OC([N:6]1[C:34]2[C:29](=[CH:30][CH:31]=[C:32]([Cl:35])[CH:33]=2)[C:8]2([CH:13]([C:14]3[CH:19]=[CH:18][CH:17]=[C:16]([Cl:20])[CH:15]=3)[CH2:12][C:11](=[O:21])[NH:10][CH:9]2[C:22]2[CH:27]=[CH:26][CH:25]=[CH:24][C:23]=2[Cl:28])[C:7]1=[O:36])=O)C.[OH-].[Na+], predict the reaction product. The product is: [Cl:35][C:32]1[CH:33]=[C:34]2[NH:6][C:7](=[O:36])[C:8]3([CH:13]([C:14]4[CH:19]=[CH:18][CH:17]=[C:16]([Cl:20])[CH:15]=4)[CH2:12][C:11](=[O:21])[NH:10][CH:9]3[C:22]3[CH:27]=[CH:26][CH:25]=[CH:24][C:23]=3[Cl:28])[C:29]2=[CH:30][CH:31]=1. (5) Given the reactants [CH3:1][O:2][C:3]1[CH:4]=[C:5]([N:13]=[C:14]=[O:15])[CH:6]=[C:7]([O:11][CH3:12])[C:8]=1[O:9][CH3:10].ClC1C=C(C=CC=1Cl)CC1CCN(C[C@H](N)C(C)C)CC1.[Cl:37][C:38]1[CH:39]=[C:40]([CH:55]=[CH:56][C:57]=1[Cl:58])[CH2:41][CH:42]1[CH2:47][CH2:46][N:45]([CH2:48][C@H:49]([NH2:54])[C:50]([CH3:53])([CH3:52])[CH3:51])[CH2:44][CH2:43]1, predict the reaction product. The product is: [Cl:37][C:38]1[CH:39]=[C:40]([CH:55]=[CH:56][C:57]=1[Cl:58])[CH2:41][CH:42]1[CH2:43][CH2:44][N:45]([CH2:48][C@H:49]([NH:54][C:14]([NH:13][C:5]2[CH:4]=[C:3]([O:2][CH3:1])[C:8]([O:9][CH3:10])=[C:7]([O:11][CH3:12])[CH:6]=2)=[O:15])[C:50]([CH3:53])([CH3:52])[CH3:51])[CH2:46][CH2:47]1. (6) Given the reactants [CH2:1]([O:3][C:4]1[CH:5]=[C:6]([CH:9]=[C:10]([F:13])[C:11]=1[OH:12])[CH:7]=O)[CH3:2].[C:14]1([C:20](=O)[CH2:21][C:22]2[CH:27]=[CH:26][CH:25]=[CH:24][CH:23]=2)[CH:19]=[CH:18][CH:17]=[CH:16][CH:15]=1.[NH2:29][C:30]([NH2:32])=[O:31].Cl, predict the reaction product. The product is: [CH2:1]([O:3][C:4]1[CH:5]=[C:6]([CH:7]2[C:21]([C:22]3[CH:27]=[CH:26][CH:25]=[CH:24][CH:23]=3)=[C:20]([C:14]3[CH:19]=[CH:18][CH:17]=[CH:16][CH:15]=3)[NH:32][C:30](=[O:31])[NH:29]2)[CH:9]=[C:10]([F:13])[C:11]=1[OH:12])[CH3:2]. (7) Given the reactants [NH2:1][C@:2]1([CH2:15][OH:16])[CH2:6][CH2:5][C@@H:4]([C:7]2[CH:12]=[CH:11][C:10]([O:13][CH3:14])=[CH:9][CH:8]=2)[CH2:3]1.[C:17]([O-])([O-])=[O:18].[K+].[K+], predict the reaction product. The product is: [CH3:14][O:13][C:10]1[CH:11]=[CH:12][C:7]([C@@H:4]2[CH2:5][CH2:6][C@@:2]3([NH:1][C:17](=[O:18])[O:16][CH2:15]3)[CH2:3]2)=[CH:8][CH:9]=1.